From a dataset of Full USPTO retrosynthesis dataset with 1.9M reactions from patents (1976-2016). Predict the reactants needed to synthesize the given product. (1) Given the product [C:24]1([NH:30][C:31](=[O:32])[NH:17][C:12]2[CH:13]=[CH:14][CH:15]=[CH:16][C:11]=2[O:10][C:8]2[CH:7]=[CH:6][C:5]([NH:18][C:19](=[O:22])[CH2:20][CH3:21])=[C:4]([CH:9]=2)[C:3]([OH:2])=[O:23])[CH:29]=[CH:28][CH:27]=[CH:26][CH:25]=1, predict the reactants needed to synthesize it. The reactants are: C[O:2][C:3](=[O:23])[C:4]1[CH:9]=[C:8]([O:10][C:11]2[CH:16]=[CH:15][CH:14]=[CH:13][C:12]=2[NH2:17])[CH:7]=[CH:6][C:5]=1[NH:18][C:19](=[O:22])[CH2:20][CH3:21].[C:24]1([N:30]=[C:31]=[O:32])[CH:29]=[CH:28][CH:27]=[CH:26][CH:25]=1. (2) Given the product [CH3:19][C:20]1([CH3:40])[CH2:28][C:27]2[N:26]([CH2:29][O:30][CH2:31][CH2:32][Si:33]([CH3:35])([CH3:34])[CH3:36])[N:25]=[C:24]([C:37]([NH:1][C:2]3[CH:3]=[N:4][N:5]([CH:7]([C:13]4[CH:18]=[CH:17][CH:16]=[CH:15][CH:14]=4)[C:8]([O:10][CH2:11][CH3:12])=[O:9])[CH:6]=3)=[O:38])[C:23]=2[CH2:22][CH2:21]1, predict the reactants needed to synthesize it. The reactants are: [NH2:1][C:2]1[CH:3]=[N:4][N:5]([CH:7]([C:13]2[CH:18]=[CH:17][CH:16]=[CH:15][CH:14]=2)[C:8]([O:10][CH2:11][CH3:12])=[O:9])[CH:6]=1.[CH3:19][C:20]1([CH3:40])[CH2:28][C:27]2[N:26]([CH2:29][O:30][CH2:31][CH2:32][Si:33]([CH3:36])([CH3:35])[CH3:34])[N:25]=[C:24]([C:37](O)=[O:38])[C:23]=2[CH2:22][CH2:21]1.CN(C(ON1N=NC2C=CC=NC1=2)=[N+](C)C)C.F[P-](F)(F)(F)(F)F.CCN(C(C)C)C(C)C. (3) Given the product [C:11]([N:3]1[CH:4]=[CH:5][N:6]([C:7]([CH3:10])([CH3:9])[CH3:8])[SiH:2]1[NH:18][CH2:15][CH2:16][CH3:17])([CH3:14])([CH3:13])[CH3:12], predict the reactants needed to synthesize it. The reactants are: Cl[SiH:2]1[N:6]([C:7]([CH3:10])([CH3:9])[CH3:8])[CH:5]=[CH:4][N:3]1[C:11]([CH3:14])([CH3:13])[CH3:12].[CH2:15]([NH2:18])[CH2:16][CH3:17].